From a dataset of Forward reaction prediction with 1.9M reactions from USPTO patents (1976-2016). Predict the product of the given reaction. (1) Given the reactants C1(C)C=CC(S(O)(=O)=O)=CC=1.[CH2:12]([O:19][C:20](=[O:23])[CH2:21][NH2:22])[C:13]1[CH:18]=[CH:17][CH:16]=[CH:15][CH:14]=1.N1C=CC=CC=1.Cl[C:31]([O:33][CH2:34][Cl:35])=[O:32], predict the reaction product. The product is: [Cl:35][CH2:34][O:33][C:31]([NH:22][CH2:21][C:20]([O:19][CH2:12][C:13]1[CH:18]=[CH:17][CH:16]=[CH:15][CH:14]=1)=[O:23])=[O:32]. (2) Given the reactants [I:1][C:2]1[C:11]([CH3:12])=[CH:10][CH:9]=[C:8]2[C:3]=1[CH:4]=[CH:5][NH:6][C:7]2=O.P(Cl)(Cl)([Cl:16])=O, predict the reaction product. The product is: [Cl:16][C:7]1[C:8]2[C:3](=[C:2]([I:1])[C:11]([CH3:12])=[CH:10][CH:9]=2)[CH:4]=[CH:5][N:6]=1. (3) Given the reactants C([O:9][CH2:10][C:11]#[C:12][CH2:13][N:14]1[CH2:19][CH2:18][CH:17]([CH2:20][C:21]2[CH:26]=[CH:25][CH:24]=[CH:23][CH:22]=2)[CH2:16][CH2:15]1)(=O)C1C=CC=CC=1, predict the reaction product. The product is: [CH2:20]([CH:17]1[CH2:16][CH2:15][N:14]([CH2:13][C:12]#[C:11][CH2:10][OH:9])[CH2:19][CH2:18]1)[C:21]1[CH:26]=[CH:25][CH:24]=[CH:23][CH:22]=1. (4) Given the reactants [N:1]1([C:5]([C:7]2[S:15][C:14]3[C:9](=[N:10][CH:11]=[CH:12][C:13]=3Cl)[CH:8]=2)=[O:6])[CH2:4][CH2:3][CH2:2]1.[CH3:17][NH:18][C:19]([C:21]1[C:22]2[CH:31]=[CH:30][C:29]([OH:32])=[CH:28][C:23]=2[S:24][C:25]=1[CH2:26][CH3:27])=[O:20].C([O-])([O-])=O.[Cs+].[Cs+], predict the reaction product. The product is: [CH3:17][NH:18][C:19]([C:21]1[C:22]2[CH:31]=[CH:30][C:29]([O:32][C:13]3[CH:12]=[CH:11][N:10]=[C:9]4[CH:8]=[C:7]([C:5]([N:1]5[CH2:4][CH2:3][CH2:2]5)=[O:6])[S:15][C:14]=34)=[CH:28][C:23]=2[S:24][C:25]=1[CH2:26][CH3:27])=[O:20]. (5) Given the reactants [CH3:1][C:2]1[CH:3]=[C:4]2[C:8](=[CH:9][CH:10]=1)[N:7]([CH2:11][CH:12]([CH3:14])[CH3:13])[CH:6]=[C:5]2[C:15]1[O:16][CH:17]=[C:18]([C:20]([O:22]CC)=[O:21])[N:19]=1.[OH-].[Na+], predict the reaction product. The product is: [CH3:1][C:2]1[CH:3]=[C:4]2[C:8](=[CH:9][CH:10]=1)[N:7]([CH2:11][CH:12]([CH3:14])[CH3:13])[CH:6]=[C:5]2[C:15]1[O:16][CH:17]=[C:18]([C:20]([OH:22])=[O:21])[N:19]=1. (6) Given the reactants [CH:1]([C:4]1[CH:11]=[CH:10][C:7]([CH2:8]Cl)=[CH:6][CH:5]=1)([CH3:3])[CH3:2].[NH:12]1[CH2:17][CH2:16][NH:15][CH2:14][CH2:13]1, predict the reaction product. The product is: [CH:1]([C:4]1[CH:11]=[CH:10][C:7]([CH2:8][N:12]2[CH2:17][CH2:16][NH:15][CH2:14][CH2:13]2)=[CH:6][CH:5]=1)([CH3:3])[CH3:2].